Dataset: Drug-target binding data from BindingDB using IC50 measurements. Task: Regression. Given a target protein amino acid sequence and a drug SMILES string, predict the binding affinity score between them. We predict pIC50 (pIC50 = -log10(IC50 in M); higher means more potent). Dataset: bindingdb_ic50. (1) The compound is CC(C)CN(CCc1ccc(Br)cc1)C1CCN(c2nc(N)n[nH]2)CC1. The target protein (Q91XA9) has sequence MAKLLLVTGLALLLNAQLGSAYNLICYFTNWAQYRPGLGSFKPDDINPCLCTHLIYAFAGMQNNEITTIEWNDVTLYKAFNDLKNRNSKLKTLLAIGGWNFGTAPFTTMVSTSQNRQTFITSVIKFLRQYGFDGLDLDWEYPGSRGSPPQDKHLFTVLVKEMREAFEQEAIESNRPRLMVTAAVAGGISNIQAGYEIPELSKYLDFIHVMTYDLHGSWEGYTGENSPLYKYPTETGSNAYLNVDYVMNYWKNNGAPAEKLIVGFPEYGHTFILRNPSDNGIGAPTSGDGPAGPYTRQAGFWAYYEICTFLRSGATEVWDASQEVPYAYKANEWLGYDNIKSFSVKAQWLKQNNFGGAMIWAIDLDDFTGSFCDQGKFPLTSTLNKALGISTEGCTAPDVPSEPVTTPPGSGSGGGSSGGSSGGSGFCADKADGLYPVADDRNAFWQCINGITYQQHCQAGLVFDTSCNCCNWP. The pIC50 is 8.1. (2) The compound is CC1=C(O)C(=O)C=C2C1=CC=C1[C@@]3(C)CC[C@@]4(C)CC[C@@](C)(C(=O)O)C[C@H]4[C@]3(C)CC[C@@]21C. The target protein sequence is MESVERKSESSYLGMRNMQPEQRLSLDPPRLRSTPQDELHDLLCVGFGPASLAIAIALHDALDPRLNKSASNIHAQPKICFLERQKQFAWHSGMLVPGSKMQISFIKDLATLRDPRSSFTFLNYLHQKGRLIHFTNLSTFLPARLEFEDYMRWCAQQFSDVVAYGEEVVEVIPGKSDPSSSVVDFFTVRSRNVETGEISARRTRKVVIAIGGTAKMPSGLPQDPRIIHSSKYCTTLPALLKDKSKPYNIAVLGSGQSAAEIFHDLQKRYPNSRTTLIMRDSAMRPSDDSPFVNEIFNPERVDKFYSQSAAERQRSLLADKATNYSVVRLELIEEIYNDMYLQRVKNPDETQWQHRILPERKITRVEHHGPQSRMRIHLKSSKPESEGAANDVKETLEVDALMVATGYNRNAHERLLSKVQHLRPTGQDQWKPHRDYRVEMDPSKVSSEAGIWLQGCNERTHGLSDSLLSVLAVRGGEMVQSIFGEQLERAAVQGHQLRAM.... The pIC50 is 5.0. (3) The compound is NS(=O)(=O)c1ccc(CNc2nc3cc(C(=O)O)ccc3n2Cc2ccccc2C(F)(F)F)cc1. The target protein (O15066) has sequence MSKLKSSESVRVVVRCRPMNGKEKAASYDKVVDVDVKLGQVSVKNPKGTAHEMPKTFTFDAVYDWNAKQFELYDETFRPLVDSVLQGFNGTIFAYGQTGTGKTYTMEGIRGDPEKRGVIPNSFDHIFTHISRSQNQQYLVRASYLEIYQEEIRDLLSKDQTKRLELKERPDTGVYVKDLSSFVTKSVKEIEHVMNVGNQNRSVGATNMNEHSSRSHAIFVITIECSEVGLDGENHIRVGKLNLVDLAGSERQAKTGAQGERLKEATKINLSLSALGNVISALVDGKSTHIPYRDSKLTRLLQDSLGGNAKTVMVANVGPASYNVEETLTTLRYANRAKNIKNKPRVNEDPKDALLREFQEEIARLKAQLEKRSIGRRKRREKRREGGGSGGGGEEEEEEGEEGEEEGDDKDDYWREQQEKLEIEKRAIVEDHSLVAEEKMRLLKEKEKKMEDLRREKDAAEMLGAKIKAMESKLLVGGKNIVDHTNEQQKILEQKRQEIA.... The pIC50 is 4.3. (4) The compound is CC(C)[C@H]1C(=O)N[C@H](CO)Cc2c[nH]c3ccc4c(c23)N1[C@H](C)C4. The target protein (P63319) has sequence MAGLGPGGGDSEGGPRPLFCRKGALRQKVVHEVKSHKFTARFFKQPTFCSHCTDFIWGIGKQGLQCQVCSFVVHRRCHEFVTFECPGAGKGPQTDDPRNKHKFRLHSYSSPTFCDHCGSLLYGLVHQGMKCSCCEMNVHRRCVRSVPSLCGVDHTERRGRLQLEIRAPTSDEIHITVGEARNLIPMDPNGLSDPYVKLKLIPDPRNLTKQKTKTVKATLNPVWNETFVFNLKPGDVERRLSVEVWDWDRTSRNDFMGAMSFGVSELLKAPVDGWYKLLNQEEGEYYNVPVADADNCSLLQKFEACNYPLELYERVRMGPSSSPIPSPSPSPTDSKRCFFGASPGRLHISDFSFLMVLGKGSFGKVMLAERRGSDELYAIKILKKDVIVQDDDVDCTLVEKRVLALGGRGPGGRPHFLTQLHSTFQTPDRLYFVMEYVTGGDLMYHIQQLGKFKEPHAAFYAAEIAIGLFFLHNQGIIYRDLKLDNVMLDAEGHIKITDFG.... The pIC50 is 5.9.